Dataset: Catalyst prediction with 721,799 reactions and 888 catalyst types from USPTO. Task: Predict which catalyst facilitates the given reaction. (1) Reactant: CC([O:5]C(OC(OC(C)(C)C)=O)=O)(C)C.[Br:16][C:17]1[CH:18]=[CH:19][C:20]([S:25][CH2:26][CH3:27])=[C:21]([CH:24]=1)[CH2:22]N.O. Product: [Br:16][C:17]1[CH:18]=[CH:19][C:20]([S:25][CH2:26][CH3:27])=[C:21]([CH:24]=1)[CH:22]=[O:5]. The catalyst class is: 1. (2) Reactant: [N+:1]([C:4]1[CH:17]=[CH:16][C:7]([CH2:8][S:9][C:10]2[N:15]=[CH:14][CH:13]=[CH:12][N:11]=2)=[CH:6][CH:5]=1)([O-])=O.[Cl-].[Ca+2].[Cl-]. Product: [N:11]1[CH:12]=[CH:13][CH:14]=[N:15][C:10]=1[S:9][CH2:8][C:7]1[CH:16]=[CH:17][C:4]([NH2:1])=[CH:5][CH:6]=1. The catalyst class is: 8. (3) Reactant: [CH3:1][N:2]1[C:6]([C:7]([F:10])([F:9])[F:8])=[CH:5][C:4]([NH:11][C:12]([N:14]2[C:22]3[C:17](=[CH:18][C:19]([O:23][C:24]4[CH:29]=[C:28]([CH2:30][NH:31][CH3:32])[N:27]=[CH:26][N:25]=4)=[CH:20][CH:21]=3)[CH:16]=[CH:15]2)=[O:13])=[N:3]1.C(O)C.[ClH:36]. Product: [ClH:36].[CH3:1][N:2]1[C:6]([C:7]([F:8])([F:9])[F:10])=[CH:5][C:4]([NH:11][C:12]([N:14]2[C:22]3[C:17](=[CH:18][C:19]([O:23][C:24]4[CH:29]=[C:28]([CH2:30][NH:31][CH3:32])[N:27]=[CH:26][N:25]=4)=[CH:20][CH:21]=3)[CH:16]=[CH:15]2)=[O:13])=[N:3]1. The catalyst class is: 237. (4) Reactant: [Cl:1][C:2]1[CH:3]=[N:4][N:5]([C:7]2[CH:12]=[CH:11][N:10]=[CH:9][C:8]=2[N:13]2[CH2:18][CH2:17][CH:16]([C:19]([O:21]CC)=[O:20])[CH2:15][CH2:14]2)[CH:6]=1.[OH-].[Na+].Cl. Product: [Cl:1][C:2]1[CH:3]=[N:4][N:5]([C:7]2[CH:12]=[CH:11][N:10]=[CH:9][C:8]=2[N:13]2[CH2:18][CH2:17][CH:16]([C:19]([OH:21])=[O:20])[CH2:15][CH2:14]2)[CH:6]=1. The catalyst class is: 219. (5) Reactant: [C:1]([O:5][C:6](=[O:38])[N:7]([CH3:37])[C@H:8]([C:10](=[O:36])[NH:11][C@@H:12]1[C:18](=[O:19])[N:17]([CH2:20][C:21]2[C:30]3[C:25](=[CH:26][CH:27]=[CH:28][CH:29]=3)[CH:24]=[CH:23][C:22]=2C)[C:16]2[CH:32]=[CH:33][CH:34]=[CH:35][C:15]=2[NH:14][CH2:13]1)[CH3:9])([CH3:4])([CH3:3])[CH3:2].[C:39](Cl)(=[O:44])[CH2:40][CH:41]([CH3:43])[CH3:42].CCOC(C)=O. Product: [C:1]([O:5][C:6](=[O:38])[N:7]([CH3:37])[C@H:8]([C:10](=[O:36])[NH:11][C@@H:12]1[C:18](=[O:19])[N:17]([CH2:20][C:21]2[C:30]3[C:25](=[CH:26][CH:27]=[CH:28][CH:29]=3)[CH:24]=[CH:23][CH:22]=2)[C:16]2[CH:32]=[CH:33][CH:34]=[CH:35][C:15]=2[N:14]([C:39](=[O:44])[CH2:40][CH:41]([CH3:43])[CH3:42])[CH2:13]1)[CH3:9])([CH3:3])([CH3:2])[CH3:4]. The catalyst class is: 2.